Predict the product of the given reaction. From a dataset of Forward reaction prediction with 1.9M reactions from USPTO patents (1976-2016). (1) Given the reactants [Cl:1][C:2]1[CH:10]=[CH:9][CH:8]=[C:7]([F:11])[C:3]=1[C:4]([OH:6])=O.C(Cl)(=O)C(Cl)=O.[NH:18]1[C:26]2[C:21](=[CH:22][N:23]=[CH:24][CH:25]=2)[CH:20]=[CH:19]1.C(N(CC)CC)C, predict the reaction product. The product is: [Cl:1][C:2]1[CH:10]=[CH:9][CH:8]=[C:7]([F:11])[C:3]=1[C:4]([N:18]1[C:26]2[CH:25]=[CH:24][N:23]=[CH:22][C:21]=2[CH:20]=[CH:19]1)=[O:6]. (2) Given the reactants CN1CCN(C2C=CC=CC=2CN)CC1.[CH:16]1([C:22]2([CH2:49][CH:50]([CH3:52])[CH3:51])[C:26]3[CH2:27][N:28]([C:31]([NH:33][CH2:34][CH:35]4[CH2:40][CH2:39][CH2:38][CH2:37][CH:36]4[N:41]4[CH2:46][CH2:45][N:44]([CH3:47])[CH2:43][CH2:42]4)=[O:32])[CH2:29][CH2:30][C:25]=3[C:24](=[O:48])[O:23]2)[CH2:21][CH2:20][CH2:19][CH2:18][CH2:17]1.ClC(Cl)(OC(=O)OC(Cl)(Cl)Cl)Cl, predict the reaction product. The product is: [CH2:49]([C:22]1([C:16]2[CH:21]=[CH:20][CH:19]=[CH:18][CH:17]=2)[C:26]2[CH2:27][N:28]([C:31]([NH:33][CH2:34][C:35]3[CH:40]=[CH:39][CH:38]=[CH:37][C:36]=3[N:41]3[CH2:42][CH2:43][N:44]([CH3:47])[CH2:45][CH2:46]3)=[O:32])[CH2:29][CH2:30][C:25]=2[C:24](=[O:48])[O:23]1)[CH:50]([CH3:52])[CH3:51]. (3) Given the reactants [Cl:1][C:2]1[CH:10]=[C:9]2[C:5]([C:6]([CH:32]([F:34])[F:33])=[CH:7][N:8]2[S:11]([C:14]2[CH:19]=[CH:18][C:17]([O:20][CH2:21][C:22]([F:25])([F:24])[F:23])=[C:16]([N:26]3[CH2:31][CH2:30][NH:29][CH2:28][CH2:27]3)[CH:15]=2)(=[O:13])=[O:12])=[CH:4][CH:3]=1.[C:35]([BH3-])#N.[Na+].C=O, predict the reaction product. The product is: [Cl:1][C:2]1[CH:10]=[C:9]2[C:5]([C:6]([CH:32]([F:33])[F:34])=[CH:7][N:8]2[S:11]([C:14]2[CH:19]=[CH:18][C:17]([O:20][CH2:21][C:22]([F:25])([F:23])[F:24])=[C:16]([N:26]3[CH2:31][CH2:30][N:29]([CH3:35])[CH2:28][CH2:27]3)[CH:15]=2)(=[O:12])=[O:13])=[CH:4][CH:3]=1. (4) Given the reactants [CH:1]([NH2:3])=[S:2].Cl[CH:5]([CH:11]=O)[C:6]([O:8][CH2:9][CH3:10])=[O:7], predict the reaction product. The product is: [S:2]1[C:5]([C:6]([O:8][CH2:9][CH3:10])=[O:7])=[CH:11][N:3]=[CH:1]1. (5) Given the reactants [CH3:1][O:2][C:3]1[CH:4]=[C:5]([OH:9])[CH:6]=[CH:7][CH:8]=1.[OH:10][C:11]1[CH:16]=[CH:15][C:14]([CH2:17][C:18](O)=[O:19])=[CH:13][CH:12]=1.B(F)(F)F.CCOCC, predict the reaction product. The product is: [OH:9][C:5]1[CH:4]=[C:3]([O:2][CH3:1])[CH:8]=[CH:7][C:6]=1[C:18](=[O:19])[CH2:17][C:14]1[CH:15]=[CH:16][C:11]([OH:10])=[CH:12][CH:13]=1. (6) Given the reactants FC(F)(F)C(O)=O.N[CH:9]([C:13]([CH3:16])([CH3:15])[CH3:14])[C:10]([NH2:12])=[O:11].[C:17]1([CH3:26])[CH:22]=[CH:21][C:20]([C:23](Cl)=[O:24])=[CH:19][CH:18]=1.C([N:29](CC)CC)C, predict the reaction product. The product is: [NH2:12][C:10]([CH:9]([C:21]1[CH:22]=[C:17]([CH3:26])[CH:18]=[CH:19][C:20]=1[C:23]([NH2:29])=[O:24])[C:13]([CH3:16])([CH3:15])[CH3:14])=[O:11].